From a dataset of Catalyst prediction with 721,799 reactions and 888 catalyst types from USPTO. Predict which catalyst facilitates the given reaction. (1) Reactant: [C:1]1([CH:7]([NH:9][C:10]2[CH:17]=[CH:16][CH:15]=[C:14]([C:18]3[CH:23]=[CH:22][CH:21]=[CH:20][CH:19]=3)[C:11]=2[C:12]#[N:13])[CH3:8])[CH:6]=[CH:5][CH:4]=[CH:3][CH:2]=1.[H-].[Al+3].[Li+].[H-].[H-].[H-].S([O-])([O-])(=O)=O.[Na+].[Na+]. Product: [C:1]1([CH:7]([NH:9][C:10]2[CH:17]=[CH:16][CH:15]=[C:14]([C:18]3[CH:23]=[CH:22][CH:21]=[CH:20][CH:19]=3)[C:11]=2[CH2:12][NH2:13])[CH3:8])[CH:2]=[CH:3][CH:4]=[CH:5][CH:6]=1. The catalyst class is: 7. (2) Reactant: S(=O)(O)[O-].[Na+].[C:6]([C:9]1[CH:16]=[CH:15][C:12]([CH:13]=O)=[CH:11][CH:10]=1)([OH:8])=[O:7].[NH2:17][C:18]1[CH:24]=[CH:23][C:22]([N+:25]([O-:27])=[O:26])=[CH:21][C:19]=1[NH2:20].[CH2:28](O)C. Product: [N+:25]([C:22]1[CH:23]=[CH:24][C:18]2[NH:17][C:13]([C:12]3[CH:15]=[CH:16][C:9]([C:6]([O:8][CH3:28])=[O:7])=[CH:10][CH:11]=3)=[N:20][C:19]=2[CH:21]=1)([O-:27])=[O:26]. The catalyst class is: 136. (3) Reactant: [CH3:1][O:2][C:3](=[O:17])[C:4](=[CH:9][C:10]1[CH:15]=[CH:14][C:13]([OH:16])=[CH:12][CH:11]=1)[C:5]([O:7][CH3:8])=[O:6].C(N(C(C)C)CC)(C)C.[CH2:27](Cl)[O:28][CH2:29][CH2:30][O:31][CH3:32]. Product: [CH3:8][O:7][C:5](=[O:6])[C:4](=[CH:9][C:10]1[CH:11]=[CH:12][C:13]([O:16][CH2:27][O:28][CH2:29][CH2:30][O:31][CH3:32])=[CH:14][CH:15]=1)[C:3]([O:2][CH3:1])=[O:17]. The catalyst class is: 4. (4) Reactant: [CH2:1]([N:3]([CH2:20][CH3:21])[CH2:4][CH2:5][NH:6]C(C1C=CC2C(=CC=C(I)C=2)C=1)=O)[CH3:2].[I:22][C:23]1[CH:24]=[C:25]2[C:34](=[CH:35][CH:36]=1)[CH:33]=[C:32]1[C:27]([C:28]([C:37]([O:39]C)=O)=[CH:29][CH:30]=[CH:31]1)=[N:26]2.[K+].[Br-].C(N(CC)CCNC(C1NC2C(C=1)=CC(I)=CC=2)=O)C.IC1C=CC=C2C=1N=C1C(=C2)C=CC=C1C(OC)=O.C(N(CC)CCNC(C1N=C2C=CC=CN2C=1I)=O)C. Product: [CH2:1]([N:3]([CH2:20][CH3:21])[CH2:4][CH2:5][NH:6][C:37]([C:28]1[C:27]2[C:32](=[CH:33][C:34]3[C:25]([N:26]=2)=[CH:24][C:23]([I:22])=[CH:36][CH:35]=3)[CH:31]=[CH:30][CH:29]=1)=[O:39])[CH3:2]. The catalyst class is: 429. (5) Reactant: [OH:1][C:2]1[CH:7]=[CH:6][N:5]2[N:8]=[C:9]([C:21]3[CH:26]=[CH:25][CH:24]=[CH:23][CH:22]=3)[C:10]([C:11]3[CH:12]=[CH:13][C:14](=[O:20])[N:15]([CH:17]([CH3:19])[CH3:18])[N:16]=3)=[C:4]2[CH:3]=1.[C:27]([NH:30][C:31]1[CH:32]=[C:33](B(O)O)[CH:34]=[CH:35][CH:36]=1)(=[O:29])[CH3:28].CCN(CC)CC. Product: [O:20]=[C:14]1[CH:13]=[CH:12][C:11]([C:10]2[C:9]([C:21]3[CH:22]=[CH:23][CH:24]=[CH:25][CH:26]=3)=[N:8][N:5]3[CH:6]=[CH:7][C:2]([O:1][C:35]4[CH:36]=[C:31]([NH:30][C:27](=[O:29])[CH3:28])[CH:32]=[CH:33][CH:34]=4)=[CH:3][C:4]=23)=[N:16][N:15]1[CH:17]([CH3:19])[CH3:18]. The catalyst class is: 749. (6) The catalyst class is: 30. Reactant: [OH:1][C:2]([CH3:33])([CH3:32])[CH2:3][N:4]1[CH:8]=[CH:7][C:6]([NH:9][C:10](=[O:31])[C@@H:11]([N:16]2[CH2:20][C:19]([O:21][C:22]3[CH:27]=[CH:26][CH:25]=[C:24]([OH:28])[C:23]=3[NH2:29])=[CH:18][C:17]2=[O:30])[CH2:12][CH:13]([CH3:15])[CH3:14])=[N:5]1.O.[OH-].[Li+].Cl.O[C@@H:39](CO)CN1C=CC(NC(=O)[C@@H](N2CC(OC3C=CC=C(Cl)C=3Cl)=CC2=O)CC(C)C)=N1.C(N(CC)C(C)C)(C)C.F[P-](F)(F)(F)(F)F.N1(O[P+](N(C)C)(N(C)C)N(C)C)C2C=CC=CC=2N=N1. Product: [OH:1][C:2]([CH3:33])([CH3:32])[CH2:3][N:4]1[CH:8]=[CH:7][C:6]([NH:9][C:10](=[O:31])[C@@H:11]([N:16]2[CH2:20][C:19]([O:21][C:22]3[C:23]4[N:29]=[CH:39][O:28][C:24]=4[CH:25]=[CH:26][CH:27]=3)=[CH:18][C:17]2=[O:30])[CH2:12][CH:13]([CH3:15])[CH3:14])=[N:5]1.